This data is from Reaction yield outcomes from USPTO patents with 853,638 reactions. The task is: Predict the reaction yield, written as a fraction of the theoretical maximum amount of product (1.0 means a 100% yield; for example, 0.34 means a 34% yield). (1) The reactants are [F:1][C:2]([F:37])([F:36])[C:3]([NH:5][C:6]1([C:9]2[CH:14]=[CH:13][C:12]([CH2:15][S:16]C(C3C=CC=CC=3)(C3C=CC=CC=3)C3C=CC=CC=3)=[CH:11][CH:10]=2)[CH2:8][CH2:7]1)=[O:4].C(O)(C(F)(F)F)=O.[SiH](C(C)C)(C(C)C)C(C)C. The catalyst is C(Cl)Cl. The product is [F:1][C:2]([F:36])([F:37])[C:3]([NH:5][C:6]1([C:9]2[CH:14]=[CH:13][C:12]([CH2:15][SH:16])=[CH:11][CH:10]=2)[CH2:7][CH2:8]1)=[O:4]. The yield is 0.690. (2) The reactants are [CH3:1][C:2]1[CH:7]=[CH:6][C:5]([SH:8])=[CH:4][CH:3]=1.[H-].[Na+].[CH2:11]([O:13][C:14](=[O:17])[CH2:15]Br)[CH3:12]. The catalyst is C1COCC1. The product is [CH2:11]([O:13][C:14](=[O:17])[CH2:15][S:8][C:5]1[CH:6]=[CH:7][C:2]([CH3:1])=[CH:3][CH:4]=1)[CH3:12]. The yield is 0.990. (3) The reactants are [F:1][C:2]1[CH:7]=[CH:6][C:5]([N:8]([CH:20]([CH3:22])[CH3:21])[CH2:9][CH2:10][CH2:11][C:12]2[CH:19]=[CH:18][C:15]([CH:16]=O)=[CH:14][CH:13]=2)=[CH:4][CH:3]=1.[CH3:23][C:24]1([CH3:31])[O:29][CH2:28][CH:27]([NH2:30])[CH2:26][O:25]1.FC1C=CC(N(CC2SC(C3C=CC(C=O)=CC=3)=CC=2)C(C)C)=CC=1.Cl.N(CC(O)=O)C. No catalyst specified. The product is [F:1][C:2]1[CH:7]=[CH:6][C:5]([N:8]([CH:20]([CH3:22])[CH3:21])[CH2:9][CH2:10][CH2:11][C:12]2[CH:19]=[CH:18][C:15]([CH2:16][NH:30][CH:27]3[CH2:28][O:29][C:24]([CH3:31])([CH3:23])[O:25][CH2:26]3)=[CH:14][CH:13]=2)=[CH:4][CH:3]=1. The yield is 0.480. (4) The reactants are [NH:1]1[C:9]2[C:4](=[CH:5][CH:6]=[CH:7][C:8]=2[C:10]([OH:12])=O)[CH:3]=[CH:2]1.CN(C(ON1N=NC2C=CC=CC1=2)=[N+](C)C)C.[B-](F)(F)(F)F.C(N(CC)C(C)C)(C)C.[C:44]([C:48]1[CH:65]=[CH:64][C:51]([CH2:52][NH:53][CH2:54][CH2:55][C:56]2[CH:61]=[CH:60][C:59]([F:62])=[C:58]([Cl:63])[CH:57]=2)=[CH:50][CH:49]=1)([CH3:47])([CH3:46])[CH3:45]. The catalyst is CN(C=O)C.O. The product is [C:44]([C:48]1[CH:65]=[CH:64][C:51]([CH2:52][N:53]([CH2:54][CH2:55][C:56]2[CH:61]=[CH:60][C:59]([F:62])=[C:58]([Cl:63])[CH:57]=2)[C:10]([C:8]2[CH:7]=[CH:6][CH:5]=[C:4]3[C:9]=2[NH:1][CH:2]=[CH:3]3)=[O:12])=[CH:50][CH:49]=1)([CH3:47])([CH3:45])[CH3:46]. The yield is 0.990. (5) The reactants are [C:1]([NH:5][S:6]([C:9]1[CH:10]=[N:11][C:12]([C:15]2[N:16]([CH:28]3[CH2:32][CH2:31][CH2:30][CH2:29]3)[C:17]3[C:22]([C:23]=2[C:24]#[N:25])=[CH:21][C:20]([F:26])=[C:19]([CH3:27])[CH:18]=3)=[CH:13][CH:14]=1)(=[O:8])=[O:7])([CH3:4])([CH3:3])[CH3:2].C(O)(C(F)(F)F)=[O:34]. The catalyst is O. The product is [C:1]([NH:5][S:6]([C:9]1[CH:14]=[CH:13][C:12]([C:15]2[N:16]([CH:28]3[CH2:32][CH2:31][CH2:30][CH2:29]3)[C:17]3[C:22]([C:23]=2[C:24]([NH2:25])=[O:34])=[CH:21][C:20]([F:26])=[C:19]([CH3:27])[CH:18]=3)=[N:11][CH:10]=1)(=[O:7])=[O:8])([CH3:4])([CH3:2])[CH3:3]. The yield is 0.200.